Dataset: Catalyst prediction with 721,799 reactions and 888 catalyst types from USPTO. Task: Predict which catalyst facilitates the given reaction. (1) Reactant: [C:1]1([CH3:11])[CH:6]=[CH:5][C:4]([S:7](Cl)(=[O:9])=[O:8])=[CH:3][CH:2]=1.[I:12][C:13]1[CH:14]=[CH:15][C:16]([NH2:19])=[N:17][CH:18]=1.CO. Product: [I:12][C:13]1[CH:14]=[CH:15][C:16]([NH:19][S:7]([C:4]2[CH:5]=[CH:6][C:1]([CH3:11])=[CH:2][CH:3]=2)(=[O:9])=[O:8])=[N:17][CH:18]=1. The catalyst class is: 17. (2) Reactant: [C:1]([O:14][CH2:15][C:16]1[CH:21]=[CH:20][CH:19]=[CH:18][CH:17]=1)(=[O:13])[CH2:2][C:3]([O:5][CH2:6][C:7]1[CH:12]=[CH:11][CH:10]=[CH:9][CH:8]=1)=[O:4].[Br:22]Br. Product: [CH2:6]([O:5][C:3](=[O:4])[CH:2]([Br:22])[C:1]([O:14][CH2:15][C:16]1[CH:17]=[CH:18][CH:19]=[CH:20][CH:21]=1)=[O:13])[C:7]1[CH:12]=[CH:11][CH:10]=[CH:9][CH:8]=1. The catalyst class is: 53. (3) Reactant: [Cl:1][C:2]1[CH:7]=[CH:6][C:5]([NH:8][C:9]([NH:11][C:12]2[N:13]=[C:14]([C:28]([OH:30])=[O:29])[N:15]([CH2:17][C:18]3[CH:23]=[CH:22][C:21]([C:24]([F:27])([F:26])[F:25])=[CH:20][CH:19]=3)[CH:16]=2)=[O:10])=[C:4]([CH3:31])[CH:3]=1.C1N=CN(C(N2C=NC=C2)=O)C=1.[CH2:44](O)[CH2:45][OH:46].C(N(CC)CC)C. Product: [Cl:1][C:2]1[CH:7]=[CH:6][C:5]([NH:8][C:9]([NH:11][C:12]2[N:13]=[C:14]([C:28]([O:30][CH2:44][CH2:45][OH:46])=[O:29])[N:15]([CH2:17][C:18]3[CH:23]=[CH:22][C:21]([C:24]([F:27])([F:26])[F:25])=[CH:20][CH:19]=3)[CH:16]=2)=[O:10])=[C:4]([CH3:31])[CH:3]=1. The catalyst class is: 3. (4) Reactant: [CH3:1][O:2][C:3]1[CH:4]=[C:5]([C:9]2[C:10]([N:18]3[CH2:23][CH2:22][NH:21][CH2:20][CH2:19]3)=[C:11]3[CH:17]=[CH:16][NH:15][C:12]3=[N:13][CH:14]=2)[CH:6]=[CH:7][CH:8]=1.[C:24]([O:28][C:29]([N:31]([CH:44]([CH3:46])[CH3:45])[CH2:32][C@H:33]([C:37]1[CH:42]=[CH:41][C:40]([Cl:43])=[CH:39][CH:38]=1)[C:34](O)=[O:35])=[O:30])([CH3:27])([CH3:26])[CH3:25].C1C=CC2N(O)N=NC=2C=1.O.CCN=C=NCCCN(C)C.CCN(C(C)C)C(C)C. Product: [Cl:43][C:40]1[CH:41]=[CH:42][C:37]([C@H:33]([C:34]([N:21]2[CH2:22][CH2:23][N:18]([C:10]3[C:9]([C:5]4[CH:6]=[CH:7][CH:8]=[C:3]([O:2][CH3:1])[CH:4]=4)=[CH:14][N:13]=[C:12]4[NH:15][CH:16]=[CH:17][C:11]=34)[CH2:19][CH2:20]2)=[O:35])[CH2:32][N:31]([CH:44]([CH3:45])[CH3:46])[C:29](=[O:30])[O:28][C:24]([CH3:26])([CH3:25])[CH3:27])=[CH:38][CH:39]=1. The catalyst class is: 2. (5) Reactant: Cl.Cl.[C:3]([C:5]1[CH:10]=[CH:9][C:8]([S:11]([NH:14][CH2:15][CH2:16][N:17]2[CH2:24][CH:23]3[O:25][CH:19]([CH2:20][NH:21][CH2:22]3)[CH2:18]2)(=[O:13])=[O:12])=[CH:7][CH:6]=1)#[N:4].[O:26]1[C:30]2[CH:31]=[CH:32][CH:33]=[CH:34][C:29]=2[C:28]([CH2:35][CH2:36]OS(C)(=O)=O)=[N:27]1.C(=O)([O-])[O-].[K+].[K+].C(#N)C. Product: [O:26]1[C:30]2[CH:31]=[CH:32][CH:33]=[CH:34][C:29]=2[C:28]([CH2:35][CH2:36][N:21]2[CH2:22][CH:23]3[O:25][CH:19]([CH2:18][N:17]([CH2:16][CH2:15][NH:14][S:11]([C:8]4[CH:9]=[CH:10][C:5]([C:3]#[N:4])=[CH:6][CH:7]=4)(=[O:13])=[O:12])[CH2:24]3)[CH2:20]2)=[N:27]1. The catalyst class is: 6. (6) Reactant: [CH:1]1([NH:7][C:8]([NH:10][C:11]2[CH:16]=[CH:15][CH:14]=[C:13]([CH2:17][O:18][CH2:19][CH2:20][O:21][CH2:22][CH2:23][CH2:24][CH2:25][CH2:26][CH2:27][NH:28][CH2:29][C@@H:30]([C:32]3[CH:43]=[CH:42][C:35]4[O:36][C:37](C)([CH3:40])[O:38][CH2:39][C:34]=4[CH:33]=3)[OH:31])[CH:12]=2)=[O:9])[CH2:6][CH2:5][CH2:4][CH2:3][CH2:2]1. Product: [C:37]([OH:38])(=[O:36])[CH3:40].[C:37]([OH:38])(=[O:36])[CH3:40].[C:37]([OH:38])(=[O:36])[CH3:40].[CH:1]1([NH:7][C:8]([NH:10][C:11]2[CH:16]=[CH:15][CH:14]=[C:13]([CH2:17][O:18][CH2:19][CH2:20][O:21][CH2:22][CH2:23][CH2:24][CH2:25][CH2:26][CH2:27][NH:28][CH2:29][C@H:30]([OH:31])[C:32]3[CH:43]=[CH:42][C:35]([OH:36])=[C:34]([CH2:39][OH:38])[CH:33]=3)[CH:12]=2)=[O:9])[CH2:2][CH2:3][CH2:4][CH2:5][CH2:6]1. The catalyst class is: 86. (7) Reactant: [C:1]([NH:4][CH2:5][CH:6]1[O:10][C:9](=[O:11])[N:8]([C:12]2[CH:17]=[CH:16][C:15]([C:18]3[CH:23]=[CH:22][C:21]([CH2:24]OS(C)(=O)=O)=[CH:20][CH:19]=3)=[C:14]([F:30])[CH:13]=2)[CH2:7]1)(=[O:3])[CH3:2].[N-:31]=[N+:32]=[N-:33].[Na+]. Product: [N:31]([CH2:24][C:21]1[CH:20]=[CH:19][C:18]([C:15]2[CH:16]=[CH:17][C:12]([N:8]3[CH2:7][CH:6]([CH2:5][NH:4][C:1](=[O:3])[CH3:2])[O:10][C:9]3=[O:11])=[CH:13][C:14]=2[F:30])=[CH:23][CH:22]=1)=[N+:32]=[N-:33]. The catalyst class is: 6. (8) Reactant: [NH2:1][C:2]1[C:10]2[C:9]([C:11]#[N:12])=[CH:8][CH:7]=[CH:6][C:5]=2[NH:4][N:3]=1.CC1(C)OC(=O)[CH:17]([C:21]([CH:23]2[CH2:28][CH2:27][N:26]([C:29]([O:31][C:32]([CH3:35])([CH3:34])[CH3:33])=[O:30])[CH2:25][CH2:24]2)=O)[C:16](=O)[O:15]1.P([O-])([O-])([O-])=O.[K+].[K+].[K+]. Product: [C:11]([C:9]1[C:10]2[C:5]([CH:6]=[CH:7][CH:8]=1)=[N:4][N:3]1[C:21]([CH:23]3[CH2:28][CH2:27][N:26]([C:29]([O:31][C:32]([CH3:35])([CH3:34])[CH3:33])=[O:30])[CH2:25][CH2:24]3)=[CH:17][C:16](=[O:15])[NH:1][C:2]=21)#[N:12]. The catalyst class is: 10. (9) Reactant: [NH:1]1[CH2:5][CH2:4][C:3]2([CH2:10][CH:9]3[CH2:11][CH2:12][N:6]2[CH2:7][CH2:8]3)[CH2:2]1.N1CCC2(CC3CN2CC3)C1.N12CCC(CC1)CC2C(OCC)=[O:33].N12CC(CC1)CC2C(OCC)=O.BrCC1CCOCC1.C([N-]C(C)C)(C)C.[Li+].[N+](C=C)([O-])=O. Product: [NH:1]1[CH2:5][CH2:4][C:3]2([CH2:10][CH:9]3[CH2:8][CH2:7][N:6]2[CH2:12][CH2:11]3)[C:2]1=[O:33]. The catalyst class is: 181. (10) Reactant: [Cl:1][C:2]1[CH:3]=[CH:4][C:5]2[N:6]([CH:8]=[C:9]([NH2:11])[N:10]=2)[N:7]=1.[C:12]([C:16]1[CH:24]=[CH:23][C:19]([C:20](Cl)=[O:21])=[CH:18][CH:17]=1)([CH3:15])([CH3:14])[CH3:13].CN(C)C(=[O:29])C. Product: [CH:19]([O:29][CH:4]([CH3:3])[CH3:5])([CH3:20])[CH3:23].[C:12]([C:16]1[CH:17]=[CH:18][C:19]([C:20]([NH:11][C:9]2[N:10]=[C:5]3[CH:4]=[CH:3][C:2]([Cl:1])=[N:7][N:6]3[CH:8]=2)=[O:21])=[CH:23][CH:24]=1)([CH3:15])([CH3:13])[CH3:14]. The catalyst class is: 6.